Dataset: Catalyst prediction with 721,799 reactions and 888 catalyst types from USPTO. Task: Predict which catalyst facilitates the given reaction. (1) Reactant: [N:1]([CH2:4][C@@H:5]1[CH2:9][CH2:8][CH2:7][N:6]1[C:10]([C:12]1[CH:17]=[CH:16][C:15]([Br:18])=[CH:14][CH:13]=1)=[O:11])=[N+]=[N-].C1(P(C2C=CC=CC=2)C2C=CC=CC=2)C=CC=CC=1. Product: [NH2:1][CH2:4][C@@H:5]1[CH2:9][CH2:8][CH2:7][N:6]1[C:10]([C:12]1[CH:13]=[CH:14][C:15]([Br:18])=[CH:16][CH:17]=1)=[O:11]. The catalyst class is: 30. (2) Reactant: [NH2:1][C:2]1[CH:7]=[CH:6][CH:5]=[CH:4][C:3]=1[NH:8][C:9]1[C:17]2[O:16][CH2:15][C@H:14]([N:18]([C:33](=[O:38])[C:34]([F:37])([F:36])[F:35])[C:19]3[CH:32]=[CH:31][C:22]4[C@H:23]([CH2:26][C:27]([O:29][CH3:30])=[O:28])[CH2:24][O:25][C:21]=4[CH:20]=3)[C:13]=2[CH:12]=[CH:11][CH:10]=1.[C:39](Cl)(=O)[CH2:40][CH3:41].C(=O)([O-])O.[Na+]. Product: [CH2:40]([C:41]1[N:8]([C:9]2[C:17]3[O:16][CH2:15][C@H:14]([N:18]([C:33](=[O:38])[C:34]([F:37])([F:36])[F:35])[C:19]4[CH:32]=[CH:31][C:22]5[C@H:23]([CH2:26][C:27]([O:29][CH3:30])=[O:28])[CH2:24][O:25][C:21]=5[CH:20]=4)[C:13]=3[CH:12]=[CH:11][CH:10]=2)[C:3]2[CH:4]=[CH:5][CH:6]=[CH:7][C:2]=2[N:1]=1)[CH3:39]. The catalyst class is: 80. (3) Reactant: [CH2:1]1[O:5][C:4]2[CH:6]=[C:7]([OH:10])[CH:8]=[CH:9][C:3]=2[O:2]1.C(=O)([O-])[O-].[K+].[K+].Br[CH2:18][C:19]([O:21]CC)=[O:20]. Product: [CH2:1]1[O:2][C:3]2[CH:9]=[CH:8][C:7]([O:10][CH2:18][C:19]([OH:21])=[O:20])=[CH:6][C:4]=2[O:5]1. The catalyst class is: 21. (4) Product: [CH3:2][O:3][C:4]1[CH:16]=[C:15]([OH:17])[CH:14]=[C:13]([CH3:24])[C:5]=1[CH2:6][N:7]1[CH2:12][CH2:11][CH2:10][CH2:9][CH2:8]1. The catalyst class is: 5. Reactant: Cl.[CH3:2][O:3][C:4]1[CH:16]=[C:15]([O:17]C2CCCCO2)[CH:14]=[C:13]([CH3:24])[C:5]=1[CH2:6][N:7]1[CH2:12][CH2:11][CH2:10][CH2:9][CH2:8]1.C(=O)([O-])[O-].[Na+].[Na+]. (5) Reactant: [CH2:1]([N:9]1[C:17]([CH2:18]O)=[N:16][C:15]2[C:10]1=[N:11][CH:12]=[N:13][C:14]=2[NH2:20])[CH2:2][C:3]1[CH:8]=[CH:7][CH:6]=[CH:5][CH:4]=1.P(Br)(Br)[Br:22]. Product: [CH2:1]([N:9]1[C:17]([CH2:18][Br:22])=[N:16][C:15]2[C:10]1=[N:11][CH:12]=[N:13][C:14]=2[NH2:20])[CH2:2][C:3]1[CH:8]=[CH:7][CH:6]=[CH:5][CH:4]=1. The catalyst class is: 2. (6) Reactant: [NH2:1][C:2]1[CH:10]=[C:9]([F:11])[C:8]([Cl:12])=[CH:7][C:3]=1[C:4](O)=[O:5].B.C1COCC1.[Na+].[Cl-]. Product: [NH2:1][C:2]1[CH:10]=[C:9]([F:11])[C:8]([Cl:12])=[CH:7][C:3]=1[CH2:4][OH:5]. The catalyst class is: 1. (7) Reactant: [O:1]1[CH2:6][CH2:5][CH:4]([NH:7][C:8]2[CH:16]=[CH:15][C:11]([C:12]([OH:14])=[O:13])=[CH:10][C:9]=2[N+:17]([O-])=O)[CH2:3][CH2:2]1. Product: [NH2:17][C:9]1[CH:10]=[C:11]([CH:15]=[CH:16][C:8]=1[NH:7][CH:4]1[CH2:5][CH2:6][O:1][CH2:2][CH2:3]1)[C:12]([OH:14])=[O:13]. The catalyst class is: 358.